Dataset: Catalyst prediction with 721,799 reactions and 888 catalyst types from USPTO. Task: Predict which catalyst facilitates the given reaction. (1) Reactant: C1(C(C2C=CC=CC=2)[N:8]2[CH2:11][C:10]([CH2:20][NH:21][CH:22]([CH3:24])[CH3:23])([NH:12]CC3C=CC=CC=3)[CH2:9]2)C=CC=CC=1.[ClH:31].O1CCOCC1. Product: [ClH:31].[CH3:23][CH:22]([NH:21][CH2:20][C:10]1([NH2:12])[CH2:11][NH:8][CH2:9]1)[CH3:24]. The catalyst class is: 293. (2) Reactant: [CH2:1]([O:5][C:6]1[N:10]([C:11]2[CH:16]=[CH:15][C:14]([S:17][C:18]([CH3:27])([CH3:26])[C:19]([O:21][C:22]([CH3:25])([CH3:24])[CH3:23])=[O:20])=[CH:13][CH:12]=2)[N:9]=[C:8]([C:28]([OH:30])=O)[C:7]=1[CH3:31])[CH2:2][CH2:3][CH3:4].C(Cl)(=O)C(Cl)=O.[CH3:38][C:39]1[CH:44]=[C:43]([CH3:45])[CH:42]=[CH:41][C:40]=1[NH2:46].C(N(CC)CC)C. Product: [CH2:1]([O:5][C:6]1[N:10]([C:11]2[CH:12]=[CH:13][C:14]([S:17][C:18]([CH3:27])([CH3:26])[C:19]([O:21][C:22]([CH3:24])([CH3:23])[CH3:25])=[O:20])=[CH:15][CH:16]=2)[N:9]=[C:8]([C:28]([NH:46][C:40]2[CH:41]=[CH:42][C:43]([CH3:45])=[CH:44][C:39]=2[CH3:38])=[O:30])[C:7]=1[CH3:31])[CH2:2][CH2:3][CH3:4]. The catalyst class is: 120. (3) The catalyst class is: 229. Product: [O:18]1[CH2:22][CH2:21][CH:20]([CH2:23][NH:24][C:11]([C:8]2[CH:7]=[C:6]([CH2:5][C:4]3[CH:14]=[C:15]([Cl:17])[CH:16]=[C:2]([Cl:1])[CH:3]=3)[O:10][N:9]=2)=[O:13])[CH2:19]1. Reactant: [Cl:1][C:2]1[CH:3]=[C:4]([CH:14]=[C:15]([Cl:17])[CH:16]=1)[CH2:5][C:6]1[O:10][N:9]=[C:8]([C:11]([OH:13])=O)[CH:7]=1.[O:18]1[CH2:22][CH2:21][CH:20]([CH2:23][NH2:24])[CH2:19]1.ON1C2C=CC=CC=2N=N1.Cl.C(N=C=NCCCN(C)C)C. (4) Reactant: Cl.[CH2:2]([NH:4][C:5]1([C:9]([NH2:11])=[O:10])[CH2:8][NH:7][CH2:6]1)[CH3:3].C(N(C(C)C)CC)(C)C.Cl[C:22]1[N:27]2[N:28]=[C:29]([C:32]3[CH:37]=[CH:36][CH:35]=[CH:34][C:33]=3[Cl:38])[C:30]([I:31])=[C:26]2[N:25]=[CH:24][CH:23]=1.N1CCC1. Product: [Cl:38][C:33]1[CH:34]=[CH:35][CH:36]=[CH:37][C:32]=1[C:29]1[C:30]([I:31])=[C:26]2[N:25]=[CH:24][CH:23]=[C:22]([N:7]3[CH2:8][C:5]([NH:4][CH2:2][CH3:3])([C:9]([NH2:11])=[O:10])[CH2:6]3)[N:27]2[N:28]=1. The catalyst class is: 21. (5) Reactant: [NH2:1][C@H:2]([C:34]1[CH:39]=[CH:38][CH:37]=[CH:36][CH:35]=1)[C:3]([NH:5][C:6]1[CH:11]=[C:10]([N:12]2[C:16](=[O:17])[C:15]([CH3:19])([CH3:18])[N:14]([CH2:20][C:21]3[CH:26]=[CH:25][N:24]=[C:23](Cl)[CH:22]=3)[C:13]2=[O:28])[CH:9]=[CH:8][C:7]=1[O:29][C:30]([F:33])([F:32])[F:31])=[O:4].[CH3:40][N:41]([CH3:45])[C:42]([NH2:44])=[O:43].CC1(C)C2C=CC(P(C3C=CC=CC=3)C3C=CC=CC=3)=CC=2OC2C1=CC=C(P(C1C=CC=CC=1)C1C=CC=CC=1)C=2.C(=O)([O-])[O-].[Cs+].[Cs+]. Product: [NH2:1][C@H:2]([C:34]1[CH:39]=[CH:38][CH:37]=[CH:36][CH:35]=1)[C:3]([NH:5][C:6]1[CH:11]=[C:10]([N:12]2[C:16](=[O:17])[C:15]([CH3:19])([CH3:18])[N:14]([CH2:20][C:21]3[CH:26]=[CH:25][N:24]=[C:23]([NH:44][C:42](=[O:43])[N:41]([CH3:45])[CH3:40])[CH:22]=3)[C:13]2=[O:28])[CH:9]=[CH:8][C:7]=1[O:29][C:30]([F:33])([F:32])[F:31])=[O:4]. The catalyst class is: 160. (6) Reactant: [Cl:1][C:2]1[CH:7]=[CH:6][C:5]([C:8]2([OH:34])[CH2:13][CH2:12][N:11]([CH2:14][CH2:15][CH:16]=[C:17]3[C:23]4[CH:24]=[CH:25][CH:26]=[N:27][C:22]=4[CH2:21][O:20][C:19]4[CH:28]=[CH:29][C:30]([OH:32])=[CH:31][C:18]3=4)[CH2:10][CH:9]2[CH3:33])=[CH:4][CH:3]=1.[H-].[Na+].Br[CH2:38][C:39]([O:41][CH3:42])=[O:40]. Product: [CH3:42][O:41][C:39](=[O:40])[CH2:38][O:32][C:30]1[CH:29]=[CH:28][C:19]2[O:20][CH:21]=[C:22]3[NH:27][CH:26]=[CH:25][CH:24]=[C:23]3[C:17](=[CH:16][CH2:15][CH2:14][N:11]3[CH2:12][CH2:13][C:8]([C:5]4[CH:6]=[CH:7][C:2]([Cl:1])=[CH:3][CH:4]=4)([OH:34])[CH:9]([CH3:33])[CH2:10]3)[C:18]=2[CH:31]=1. The catalyst class is: 9.